From a dataset of Full USPTO retrosynthesis dataset with 1.9M reactions from patents (1976-2016). Predict the reactants needed to synthesize the given product. (1) Given the product [C:3]([CH:5]1[CH2:6][CH2:7][CH:8]([NH:11][C:12]2[CH:30]=[CH:29][C:28]([N+:31]([O-:33])=[O:32])=[CH:27][C:13]=2[C:14]([NH:16][CH2:17][C:18]2[CH:26]=[CH:25][C:21]3[O:22][CH2:23][O:24][C:20]=3[CH:19]=2)=[O:15])[CH2:9][CH2:10]1)([OH:4])=[O:2], predict the reactants needed to synthesize it. The reactants are: C[O:2][C:3]([CH:5]1[CH2:10][CH2:9][CH:8]([NH:11][C:12]2[CH:30]=[CH:29][C:28]([N+:31]([O-:33])=[O:32])=[CH:27][C:13]=2[C:14]([NH:16][CH2:17][C:18]2[CH:26]=[CH:25][C:21]3[O:22][CH2:23][O:24][C:20]=3[CH:19]=2)=[O:15])[CH2:7][CH2:6]1)=[O:4].CO.[OH-].[Na+].Cl. (2) The reactants are: S(O)(O)(=O)=O.[CH3:6][O:7][C:8](=[NH:10])[NH2:9].[CH3:11][NH:12][C:13](=[O:16])[CH2:14][CH3:15].[CH3:17][C:18]([CH3:21])([O-])[CH3:19].[K+].O.[CH3:24][CH:25]([OH:27])[CH3:26]. Given the product [CH3:11][NH:12][C:13]([C:14]1[C:17]([C:18]2[CH:21]=[C:26]([C:18]([CH3:21])([CH3:19])[CH3:17])[C:25]([OH:27])=[C:24]([C:18]([CH3:21])([CH3:19])[CH3:17])[CH:19]=2)=[N:10][C:8]([O:7][CH3:6])=[N:9][CH:15]=1)=[O:16], predict the reactants needed to synthesize it. (3) The reactants are: C([O:3][C:4](=[O:34])[CH2:5][NH:6][C:7]([C:9]1[N:10]=[C:11]([N:21]2[CH2:26][CH2:25][N:24]3[C:27]([C:30]([F:33])([F:32])[F:31])=[N:28][N:29]=[C:23]3[CH2:22]2)[C:12]2[CH:17]=[C:16]([CH2:18][CH2:19][CH3:20])[S:15][C:13]=2[N:14]=1)=[O:8])C.CO.[OH-].[Li+].Cl. Given the product [CH2:18]([C:16]1[S:15][C:13]2[N:14]=[C:9]([C:7]([NH:6][CH2:5][C:4]([OH:34])=[O:3])=[O:8])[N:10]=[C:11]([N:21]3[CH2:26][CH2:25][N:24]4[C:27]([C:30]([F:32])([F:31])[F:33])=[N:28][N:29]=[C:23]4[CH2:22]3)[C:12]=2[CH:17]=1)[CH2:19][CH3:20], predict the reactants needed to synthesize it. (4) Given the product [OH:1][C:2]1[C:3]([CH3:18])=[C:4]2[C:9](=[C:10]([CH3:13])[C:11]=1[CH3:12])[O:8][C:7]([C:14]([N:35]1[CH2:36][CH2:37][N:32]([CH3:31])[CH2:33][CH2:34]1)=[O:16])([CH3:17])[CH2:6][CH2:5]2, predict the reactants needed to synthesize it. The reactants are: [OH:1][C:2]1[C:3]([CH3:18])=[C:4]2[C:9](=[C:10]([CH3:13])[C:11]=1[CH3:12])[O:8][C:7]([CH3:17])([C:14]([OH:16])=O)[CH2:6][CH2:5]2.C1N=CN(C(N2C=NC=C2)=O)C=1.[CH3:31][N:32]1[CH2:37][CH2:36][NH:35][CH2:34][CH2:33]1. (5) Given the product [Cl:1][C:2]1[N:3]=[C:4]([CH:7]2[C:15]3[N:11]([C:12]([C:24]4[CH:29]=[CH:28][CH:27]=[C:26]([F:30])[CH:25]=4)=[C:13]4[C:19](=[O:20])[N:18]([CH3:21])[C:17](=[O:22])[N:16]([CH3:23])[C:14]4=3)[CH2:10][CH:9]([CH2:31][OH:32])[CH2:8]2)[S:5][CH:6]=1, predict the reactants needed to synthesize it. The reactants are: [Cl:1][C:2]1[N:3]=[C:4]([C:7]2[C:15]3[N:11]([C:12]([C:24]4[CH:29]=[CH:28][CH:27]=[C:26]([F:30])[CH:25]=4)=[C:13]4[C:19](=[O:20])[N:18]([CH3:21])[C:17](=[O:22])[N:16]([CH3:23])[C:14]4=3)[CH2:10][CH:9]([CH2:31][OH:32])[CH:8]=2)[S:5][CH:6]=1.